Dataset: Forward reaction prediction with 1.9M reactions from USPTO patents (1976-2016). Task: Predict the product of the given reaction. (1) Given the reactants FC(F)(F)C1C=C(NC(=O)NC2C=CC(C3SC(CCC(O)=O)=NC=3)=CC=2)C=CC=1.[F:31][C:32]1[CH:37]=[C:36]([F:38])[C:35]([F:39])=[CH:34][C:33]=1[NH:40][C:41](=[O:64])[NH:42][C:43]1[CH:48]=[CH:47][C:46]([C:49]2[S:53][C:52]([CH:54]3[CH2:59][CH2:58][CH:57]([C:60]([O:62]C)=[O:61])[CH2:56][CH2:55]3)=[N:51][CH:50]=2)=[CH:45][CH:44]=1, predict the reaction product. The product is: [F:31][C:32]1[CH:37]=[C:36]([F:38])[C:35]([F:39])=[CH:34][C:33]=1[NH:40][C:41](=[O:64])[NH:42][C:43]1[CH:44]=[CH:45][C:46]([C:49]2[S:53][C:52]([CH:54]3[CH2:55][CH2:56][CH:57]([C:60]([OH:62])=[O:61])[CH2:58][CH2:59]3)=[N:51][CH:50]=2)=[CH:47][CH:48]=1. (2) Given the reactants [CH3:1][N:2]1[CH2:7][CH2:6][NH:5][CH2:4][CH2:3]1.Cl[C:9]1[N:14]=[C:13]([Cl:15])[N:12]=[C:11]2[N:16]([CH3:19])[N:17]=[CH:18][C:10]=12, predict the reaction product. The product is: [Cl:15][C:13]1[N:12]=[C:11]2[N:16]([CH3:19])[N:17]=[CH:18][C:10]2=[C:9]([N:5]2[CH2:6][CH2:7][N:2]([CH3:1])[CH2:3][CH2:4]2)[N:14]=1. (3) Given the reactants [ClH:1].[NH2:2][C:3]1[CH:8]=[CH:7][C:6]([NH:9][C:10](=[O:26])[C:11]2[CH:16]=[CH:15][CH:14]=[C:13]([NH:17][C:18]3[CH:23]=[C:22]([NH2:24])[N:21]=[C:20]([NH2:25])[N:19]=3)[CH:12]=2)=[CH:5][CH:4]=1.[Cl:27][C:28]1[C:37]2[C:32](=[CH:33][CH:34]=[CH:35][CH:36]=2)[N:31]=[CH:30][CH:29]=1.Cl.CO.CCOC(C)=O, predict the reaction product. The product is: [ClH:27].[ClH:1].[NH2:25][C:20]1[N:19]=[C:18]([NH:17][C:13]2[CH:12]=[C:11]([CH:16]=[CH:15][CH:14]=2)[C:10]([NH:9][C:6]2[CH:7]=[CH:8][C:3]([NH:2][C:28]3[C:37]4[C:32](=[CH:33][CH:34]=[CH:35][CH:36]=4)[N:31]=[CH:30][CH:29]=3)=[CH:4][CH:5]=2)=[O:26])[CH:23]=[C:22]([NH2:24])[N:21]=1. (4) Given the reactants [CH3:1][N:2]1[C:10]2[C:5](=[CH:6][C:7]([C:11]([F:14])([F:13])[F:12])=[CH:8][CH:9]=2)[C:4]([C:15]2[N:20]=[C:19]3[C:21]([C:32]([O:34]C)=[O:33])=[CH:22][N:23](COC(=O)C(C)(C)C)[C:18]3=[N:17][CH:16]=2)=[N:3]1.[OH-].[Na+], predict the reaction product. The product is: [CH3:1][N:2]1[C:10]2[C:5](=[CH:6][C:7]([C:11]([F:13])([F:14])[F:12])=[CH:8][CH:9]=2)[C:4]([C:15]2[N:20]=[C:19]3[C:21]([C:32]([OH:34])=[O:33])=[CH:22][NH:23][C:18]3=[N:17][CH:16]=2)=[N:3]1. (5) Given the reactants [C:1]([N:5]1[C:9]([CH3:10])=[CH:8][C:7]([C:11]([O:13]CC)=[O:12])=[N:6]1)([CH3:4])([CH3:3])[CH3:2].C(O)C.O.O1CCOCC1.[OH-].[Li+].Cl, predict the reaction product. The product is: [C:1]([N:5]1[C:9]([CH3:10])=[CH:8][C:7]([C:11]([OH:13])=[O:12])=[N:6]1)([CH3:4])([CH3:2])[CH3:3].